Dataset: Forward reaction prediction with 1.9M reactions from USPTO patents (1976-2016). Task: Predict the product of the given reaction. (1) Given the reactants [O:1]=[C:2]1[NH:7][C:6]2[CH:8]=[C:9]([C:12]#[N:13])[CH:10]=[CH:11][C:5]=2[O:4][CH2:3]1.[H-].[Na+].CS(O[CH2:21][CH2:22][C@H:23]1[CH2:28][CH2:27][C@H:26]([NH:29][C:30]([O:32][C:33]([CH3:36])([CH3:35])[CH3:34])=[O:31])[CH2:25][CH2:24]1)(=O)=O.COC1C=C2C(C=CC(=O)N2CCN2CCC(NC(=O)OC(C)(C)C)CC2)=CC=1, predict the reaction product. The product is: [C:12]([C:9]1[CH:10]=[CH:11][C:5]2[O:4][CH2:3][C:2](=[O:1])[N:7]([CH2:21][CH2:22][C@H:23]3[CH2:24][CH2:25][C@H:26]([NH:29][C:30](=[O:31])[O:32][C:33]([CH3:36])([CH3:35])[CH3:34])[CH2:27][CH2:28]3)[C:6]=2[CH:8]=1)#[N:13]. (2) Given the reactants O=C1C2[C:5](=CC=CC=2)[C:4](=O)[N:3]1[O:12][CH2:13][C:14]1[N:15]([CH2:28][CH2:29][CH2:30][CH2:31][NH:32][S:33]([CH3:36])(=[O:35])=[O:34])[C:16]2[C:21]([CH3:22])=[C:20]([CH3:23])[N:19]3[N:24]=[N:25][N:26]=[C:18]3[C:17]=2[N:27]=1.O.NN.[CH2:40](O)C, predict the reaction product. The product is: [CH3:23][C:20]1[N:19]2[N:24]=[N:25][N:26]=[C:18]2[C:17]2[N:27]=[C:14]([CH2:13][O:12][N:3]=[C:4]([CH3:5])[CH3:40])[N:15]([CH2:28][CH2:29][CH2:30][CH2:31][NH:32][S:33]([CH3:36])(=[O:34])=[O:35])[C:16]=2[C:21]=1[CH3:22].